Dataset: Full USPTO retrosynthesis dataset with 1.9M reactions from patents (1976-2016). Task: Predict the reactants needed to synthesize the given product. Given the product [CH:32]1[C:44]2[CH2:43][C:42]3[C:37](=[CH:38][CH:39]=[CH:40][CH:41]=3)[C:36]=2[CH:35]=[CH:34][C:33]=1[NH:45][C:46]([N:18]1[CH2:17][CH2:16][N:15]([CH2:14][CH:13]([NH:21][C:22](=[O:24])[CH3:23])[CH2:12][O:11][C:8]2[CH:9]=[CH:10][C:4]3[S:3][C:2]([CH3:1])=[N:6][C:5]=3[CH:7]=2)[CH2:20][CH2:19]1)=[O:47], predict the reactants needed to synthesize it. The reactants are: [CH3:1][C:2]1[S:3][C:4]2[CH:10]=[CH:9][C:8]([O:11][CH2:12][CH:13]([NH:21][C:22](=[O:24])[CH3:23])[CH2:14][N:15]3[CH2:20][CH2:19][NH:18][CH2:17][CH2:16]3)=[CH:7][C:5]=2[N:6]=1.C(N(CC)CC)C.[CH:32]1[C:44]2[CH2:43][C:42]3[C:37](=[CH:38][CH:39]=[CH:40][CH:41]=3)[C:36]=2[CH:35]=[CH:34][C:33]=1[N:45]=[C:46]=[O:47].